Dataset: Reaction yield outcomes from USPTO patents with 853,638 reactions. Task: Predict the reaction yield, written as a fraction of the theoretical maximum amount of product (1.0 means a 100% yield; for example, 0.34 means a 34% yield). (1) The reactants are [OH:1][C:2]([CH:4]([C:6]1[CH:15]=[CH:14][C:9]([CH2:10][CH:11]([CH3:13])[CH3:12])=[CH:8][CH:7]=1)[CH3:5])=[O:3].OC1C2N=N[NH:22]C=2C=CC=1.C1CCC(N=C=NC2CCCCC2)CC1.O[C:42]1[CH:47]=[CH:46][C:45]([C:48]2[S:52]SC(=S)C=2)=[CH:44][CH:43]=1. The catalyst is CN(C)C=O.C(OCC)(=O)C. The product is [CH2:10]([C:9]1[CH:8]=[CH:7][C:6]([CH:4]([CH3:5])[C:2]([O:1][C:42]2[CH:47]=[CH:46][C:45]([C:48](=[S:52])[NH2:22])=[CH:44][CH:43]=2)=[O:3])=[CH:15][CH:14]=1)[CH:11]([CH3:12])[CH3:13]. The yield is 0.400. (2) The reactants are Cl.[C:2]([C:4]1[CH:5]=[C:6]([C:10]2[N:11]=[C:12]3[N:16]([C:17]=2[C:18]2[CH:23]=[CH:22][N:21]=[C:20]([NH:24][C@@H:25]4[CH2:30][CH2:29][CH2:28][NH:27][CH2:26]4)[N:19]=2)[CH:15]=[CH:14][S:13]3)[CH:7]=[CH:8][CH:9]=1)#[N:3].C(N(CC)CC)C.[Cl:38][C:39]1[CH:44]=[CH:43][C:42]([S:45](Cl)(=[O:47])=[O:46])=[CH:41][CH:40]=1. The catalyst is ClCCl. The product is [Cl:38][C:39]1[CH:44]=[CH:43][C:42]([S:45]([N:27]2[CH2:28][CH2:29][CH2:30][C@@H:25]([NH:24][C:20]3[N:19]=[C:18]([C:17]4[N:16]5[C:12]([S:13][CH:14]=[CH:15]5)=[N:11][C:10]=4[C:6]4[CH:7]=[CH:8][CH:9]=[C:4]([C:2]#[N:3])[CH:5]=4)[CH:23]=[CH:22][N:21]=3)[CH2:26]2)(=[O:47])=[O:46])=[CH:41][CH:40]=1. The yield is 0.970. (3) The reactants are [CH:1]1([NH:7][C:8](=[O:29])[NH:9][C@@H:10]2[C@H:14]3[O:15][CH2:16][C@@H:17]([O:18]S(C4C=CC(C)=CC=4)(=O)=O)[C@H:13]3[O:12][CH2:11]2)[CH2:6][CH2:5][CH2:4][CH2:3][CH2:2]1.[C:30](=O)([O-])[O-:31].[Cs+].[Cs+].[NH:36]1[CH2:41][CH2:40][O:39][CH2:38][CH2:37]1. The catalyst is CS(C)=O.O. The product is [CH:1]1([NH:7][C:8](=[O:29])[NH:9][C@@H:10]2[C@H:14]3[O:15][CH2:16][C@H:17]([O:18][C:30]([N:36]4[CH2:41][CH2:40][O:39][CH2:38][CH2:37]4)=[O:31])[C@H:13]3[O:12][CH2:11]2)[CH2:2][CH2:3][CH2:4][CH2:5][CH2:6]1. The yield is 0.200. (4) The catalyst is ClCCl.[O-2].[O-2].[Mn+4]. The reactants are [CH3:1][C:2]1[CH:3]=[C:4]([CH:7]=[CH:8][C:9]=1[N+:10]([O-:12])=[O:11])[CH2:5][OH:6]. The yield is 0.350. The product is [CH3:1][C:2]1[CH:3]=[C:4]([CH:7]=[CH:8][C:9]=1[N+:10]([O-:12])=[O:11])[CH:5]=[O:6]. (5) The reactants are [CH3:1][CH2:2][CH2:3][CH2:4][CH2:5][CH:6]1[O:12][C:10](=[O:11])[CH2:9][CH2:8][CH2:7]1.[O-][CH2:14][CH3:15].[Na+].C(O)(=[O:19])C. The catalyst is C(O)C. The product is [OH:12][CH:6]([CH2:5][CH2:4][CH2:3][CH2:2][CH3:1])[CH2:7][CH2:8][CH2:9][C:10]([O:11][CH2:14][CH3:15])=[O:19]. The yield is 0.850. (6) The reactants are N1([C:6](N2C=CN=C2)=[O:7])C=CN=C1.[CH2:13]([CH:15]([CH2:18][CH3:19])[CH2:16][OH:17])[CH3:14].[CH3:20][S:21]([C:24]1[CH:29]=[CH:28][C:27]([N:30]2[C:34]3=[N:35][CH:36]=[N:37][C:38]([O:39][CH:40]4[CH2:45][CH2:44][NH:43][CH2:42][CH2:41]4)=[C:33]3[CH:32]=[N:31]2)=[CH:26][CH:25]=1)(=[O:23])=[O:22].C(N(CC)CC)C. The catalyst is CS(C)=O. The product is [CH2:13]([CH:15]([CH2:18][CH3:19])[CH2:16][O:17][C:6]([N:43]1[CH2:44][CH2:45][CH:40]([O:39][C:38]2[N:37]=[CH:36][N:35]=[C:34]3[N:30]([C:27]4[CH:28]=[CH:29][C:24]([S:21]([CH3:20])(=[O:22])=[O:23])=[CH:25][CH:26]=4)[N:31]=[CH:32][C:33]=23)[CH2:41][CH2:42]1)=[O:7])[CH3:14]. The yield is 0.360.